This data is from Forward reaction prediction with 1.9M reactions from USPTO patents (1976-2016). The task is: Predict the product of the given reaction. (1) Given the reactants [Br:1][C:2]1[CH:3]=[C:4]([S:9](Cl)(=[O:11])=[O:10])[CH:5]=[CH:6][C:7]=1[F:8].[NH:13]1[CH2:17][CH2:16][CH2:15][CH2:14]1, predict the reaction product. The product is: [Br:1][C:2]1[CH:3]=[C:4]([S:9]([N:13]2[CH2:17][CH2:16][CH2:15][CH2:14]2)(=[O:11])=[O:10])[CH:5]=[CH:6][C:7]=1[F:8]. (2) Given the reactants [CH3:1][C:2]1([CH3:34])[C:14]2[CH:13]=[C:12]3[C:15]4[CH:16]=[CH:17][CH:18]=[CH:19][C:20]=4[C:21]([CH3:23])([CH3:22])[C:11]3=[CH:10][C:9]=2[C:8]2[C:3]1=[CH:4][C:5]([C:28]1[CH:33]=[CH:32][CH:31]=[CH:30][CH:29]=1)=[C:6]1[CH:27]=[CH:26][CH:25]=[CH:24][C:7]1=2.[Br:35]Br.O, predict the reaction product. The product is: [Br:35][C:18]1[CH:17]=[CH:16][C:15]2[C:12]3=[CH:13][C:14]4[C:2]([CH3:34])([CH3:1])[C:3]5[C:8]([C:9]=4[CH:10]=[C:11]3[C:21]([CH3:22])([CH3:23])[C:20]=2[CH:19]=1)=[C:7]1[CH:24]=[CH:25][CH:26]=[CH:27][C:6]1=[C:5]([C:28]1[CH:33]=[CH:32][CH:31]=[CH:30][CH:29]=1)[CH:4]=5.